The task is: Regression. Given a peptide amino acid sequence and an MHC pseudo amino acid sequence, predict their binding affinity value. This is MHC class I binding data.. This data is from Peptide-MHC class I binding affinity with 185,985 pairs from IEDB/IMGT. (1) The peptide sequence is IPYLRNYMV. The MHC is HLA-A33:01 with pseudo-sequence HLA-A33:01. The binding affinity (normalized) is 0.416. (2) The peptide sequence is KELKETLLH. The MHC is HLA-A02:03 with pseudo-sequence HLA-A02:03. The binding affinity (normalized) is 0.0847. (3) The peptide sequence is VTPLFSPL. The MHC is H-2-Db with pseudo-sequence H-2-Db. The binding affinity (normalized) is 0.169.